This data is from Full USPTO retrosynthesis dataset with 1.9M reactions from patents (1976-2016). The task is: Predict the reactants needed to synthesize the given product. (1) Given the product [OH:1][C:2]1[CH:3]=[CH:4][C:5]([C:8]([O:10][CH3:16])=[O:9])=[N:6][CH:7]=1, predict the reactants needed to synthesize it. The reactants are: [OH:1][C:2]1[CH:3]=[CH:4][C:5]([C:8]([OH:10])=[O:9])=[N:6][CH:7]=1.OS(O)(=O)=O.[CH3:16]O. (2) Given the product [Cl:3][C:14]1[N:15]=[C:11]([S:10][CH2:9][CH2:8][C:7]([F:6])=[C:17]([F:19])[F:18])[O:12][CH:13]=1, predict the reactants needed to synthesize it. The reactants are: P(Cl)(Cl)([Cl:3])=O.[F:6][C:7](=[C:17]([F:19])[F:18])[CH2:8][CH2:9][S:10][CH:11]1[NH:15][C:14](=O)[CH2:13][O:12]1.N1C=CC=CC=1.